From a dataset of NCI-60 drug combinations with 297,098 pairs across 59 cell lines. Regression. Given two drug SMILES strings and cell line genomic features, predict the synergy score measuring deviation from expected non-interaction effect. (1) Drug 1: CCC1(CC2CC(C3=C(CCN(C2)C1)C4=CC=CC=C4N3)(C5=C(C=C6C(=C5)C78CCN9C7C(C=CC9)(C(C(C8N6C=O)(C(=O)OC)O)OC(=O)C)CC)OC)C(=O)OC)O.OS(=O)(=O)O. Drug 2: COCCOC1=C(C=C2C(=C1)C(=NC=N2)NC3=CC=CC(=C3)C#C)OCCOC.Cl. Cell line: TK-10. Synergy scores: CSS=31.7, Synergy_ZIP=0.918, Synergy_Bliss=0.500, Synergy_Loewe=-0.0399, Synergy_HSA=1.02. (2) Drug 1: C1CCC(C1)C(CC#N)N2C=C(C=N2)C3=C4C=CNC4=NC=N3. Drug 2: C1=CN(C(=O)N=C1N)C2C(C(C(O2)CO)O)O.Cl. Cell line: HCC-2998. Synergy scores: CSS=6.67, Synergy_ZIP=-2.13, Synergy_Bliss=-4.72, Synergy_Loewe=-32.3, Synergy_HSA=-8.36. (3) Cell line: IGROV1. Synergy scores: CSS=16.0, Synergy_ZIP=1.16, Synergy_Bliss=-1.52, Synergy_Loewe=-0.482, Synergy_HSA=-0.559. Drug 1: CC(CN1CC(=O)NC(=O)C1)N2CC(=O)NC(=O)C2. Drug 2: B(C(CC(C)C)NC(=O)C(CC1=CC=CC=C1)NC(=O)C2=NC=CN=C2)(O)O. (4) Drug 1: CCN(CC)CCNC(=O)C1=C(NC(=C1C)C=C2C3=C(C=CC(=C3)F)NC2=O)C. Drug 2: C1=NNC2=C1C(=O)NC=N2. Cell line: NCI-H522. Synergy scores: CSS=5.15, Synergy_ZIP=-3.30, Synergy_Bliss=-2.86, Synergy_Loewe=-0.675, Synergy_HSA=-0.910. (5) Drug 1: C1CN1C2=NC(=NC(=N2)N3CC3)N4CC4. Drug 2: C1=CC(=CC=C1CC(C(=O)O)N)N(CCCl)CCCl.Cl. Cell line: UO-31. Synergy scores: CSS=17.7, Synergy_ZIP=-10.4, Synergy_Bliss=-1.85, Synergy_Loewe=-2.98, Synergy_HSA=1.16.